From a dataset of Full USPTO retrosynthesis dataset with 1.9M reactions from patents (1976-2016). Predict the reactants needed to synthesize the given product. (1) Given the product [C:21]([NH:20][C:17]1[CH:18]=[CH:19][C:14]([C:12]([C:8]2[CH:9]=[C:10]3[C:5]([N:4]=[CH:3][C:2]([C:35]4[CH2:40][CH2:39][N:38]([C:41]([O:43][C:44]([CH3:47])([CH3:46])[CH3:45])=[O:42])[CH2:37][CH:36]=4)=[N:11]3)=[CH:6][CH:7]=2)=[O:13])=[CH:15][CH:16]=1)(=[O:26])[C:22]([CH3:25])([CH3:24])[CH3:23], predict the reactants needed to synthesize it. The reactants are: Cl[C:2]1[CH:3]=[N:4][C:5]2[C:10]([N:11]=1)=[CH:9][C:8]([C:12]([C:14]1[CH:19]=[CH:18][C:17]([NH:20][C:21](=[O:26])[C:22]([CH3:25])([CH3:24])[CH3:23])=[CH:16][CH:15]=1)=[O:13])=[CH:7][CH:6]=2.CC1(C)C(C)(C)OB([C:35]2[CH2:40][CH2:39][N:38]([C:41]([O:43][C:44]([CH3:47])([CH3:46])[CH3:45])=[O:42])[CH2:37][CH:36]=2)O1.C([O-])([O-])=O.[Na+].[Na+]. (2) Given the product [C:1]([O:5][C:6]([N:8]1[CH2:13][CH2:12][C:11]2[N:28]=[C:26]([S:25][CH3:24])[N:27]=[CH:15][C:10]=2[CH2:9]1)=[O:7])([CH3:4])([CH3:2])[CH3:3], predict the reactants needed to synthesize it. The reactants are: [C:1]([O:5][C:6]([N:8]1[CH2:13][CH2:12][C:11](=O)[C:10](=[CH:15]N(C)C)[CH2:9]1)=[O:7])([CH3:4])([CH3:3])[CH3:2].S(O)(O)(=O)=O.[CH3:24][S:25][C:26](=[NH:28])[NH2:27].[CH3:24][S:25][C:26](=[NH:28])[NH2:27].[OH-].[Na+]. (3) The reactants are: [CH2:1]([SH:8])[C:2]1[CH:7]=[CH:6][CH:5]=[CH:4][CH:3]=1.[H-].[Na+].[N:11]12[CH2:18][CH2:17][CH:14]([CH2:15][CH2:16]1)[C@H:13](OS(C)(=O)=O)[CH2:12]2. Given the product [CH2:1]([S:8][C@@H:13]1[CH:14]2[CH2:17][CH2:18][N:11]([CH2:16][CH2:15]2)[CH2:12]1)[C:2]1[CH:7]=[CH:6][CH:5]=[CH:4][CH:3]=1, predict the reactants needed to synthesize it. (4) The reactants are: [N+:1]([C:4]1[CH:12]=[CH:11][C:7]2[N:8]=[CH:9][NH:10][C:6]=2[CH:5]=1)([O-:3])=[O:2].[CH2:13]([Mg]Br)[CH2:14][CH3:15].ClC1C(=O)C(Cl)=C(Cl)C(=O)C=1Cl. Given the product [CH2:13]([C:5]1[C:6]2[NH:10][CH:9]=[N:8][C:7]=2[CH:11]=[CH:12][C:4]=1[N+:1]([O-:3])=[O:2])[CH2:14][CH3:15], predict the reactants needed to synthesize it. (5) Given the product [CH:12]1([N:9]2[CH2:8][CH2:7][CH:6]([CH2:5][C:4]([OH:16])=[O:3])[CH2:11][CH2:10]2)[CH2:13][CH2:14][CH2:15]1, predict the reactants needed to synthesize it. The reactants are: C([O:3][C:4](=[O:16])[CH2:5][CH:6]1[CH2:11][CH2:10][N:9]([CH:12]2[CH2:15][CH2:14][CH2:13]2)[CH2:8][CH2:7]1)C.O1CCCC1.O.[OH-].[Li+].Cl. (6) Given the product [CH2:1]([C:3]1[C:11]2[CH:10]=[CH:9][S:8][C:7]=2[C:6]([CH3:12])=[CH:5][C:4]=1[O:13][C:14]1[C:15]([NH2:16])=[N:28][C:27]([NH2:29])=[N:26][CH:17]=1)[CH3:2], predict the reactants needed to synthesize it. The reactants are: [CH2:1]([C:3]1[C:11]2[CH:10]=[CH:9][S:8][C:7]=2[C:6]([CH3:12])=[CH:5][C:4]=1[O:13][C:14](=[CH:17]NC1C=CC=CC=1)[C:15]#[N:16])[CH3:2].Cl.[NH2:26][C:27]([NH2:29])=[NH:28].C[O-].[Na+]. (7) The reactants are: [C:1]([C:3]1[CH:21]=[CH:20][CH:19]=[C:18]([CH3:22])[C:4]=1[CH2:5][NH:6][C:7]1[C:8]2[N:9]([C:13]([CH3:17])=[C:14]([CH3:16])[N:15]=2)[CH:10]=[CH:11][CH:12]=1)#[N:2].[H][H]. Given the product [NH2:2][CH2:1][C:3]1[CH:21]=[CH:20][CH:19]=[C:18]([CH3:22])[C:4]=1[CH2:5][NH:6][C:7]1[C:8]2[N:9]([C:13]([CH3:17])=[C:14]([CH3:16])[N:15]=2)[CH:10]=[CH:11][CH:12]=1, predict the reactants needed to synthesize it. (8) Given the product [NH2:20][C:21]1[N:26]=[C:25]([NH2:27])[C:24]([C:28]#[N:29])=[C:23]([NH:14][CH:12]([C:11]2[N:10]=[C:9]3[CH:15]=[CH:16][N:17]([CH3:18])[C:8]3=[CH:7][C:6]=2[N:4]2[CH2:5][C:2]([F:1])([F:19])[CH2:3]2)[CH3:13])[N:22]=1, predict the reactants needed to synthesize it. The reactants are: [F:1][C:2]1([F:19])[CH2:5][N:4]([C:6]2[CH:7]=[C:8]3[N:17]([CH3:18])[CH:16]=[CH:15][C:9]3=[N:10][C:11]=2[CH:12]([NH2:14])[CH3:13])[CH2:3]1.[NH2:20][C:21]1[N:26]=[C:25]([NH2:27])[C:24]([C:28]#[N:29])=[C:23](Cl)[N:22]=1.CCN(CC)CC.